From a dataset of Catalyst prediction with 721,799 reactions and 888 catalyst types from USPTO. Predict which catalyst facilitates the given reaction. (1) Reactant: [I:1][C:2]1[CH:6]=[CH:5][NH:4][N:3]=1.[H-].[Na+].[F:9][C:10]1[CH:11]=[N:12][CH:13]=[C:14]([F:17])[C:15]=1F. Product: [F:9][C:10]1[CH:11]=[N:12][CH:13]=[C:14]([F:17])[C:15]=1[N:4]1[CH:5]=[CH:6][C:2]([I:1])=[N:3]1. The catalyst class is: 16. (2) Reactant: [C:1]1([C:7]2[O:11][C:10]([SH:12])=[N:9][N:8]=2)[CH:6]=[CH:5][CH:4]=[CH:3][CH:2]=1.C(N(C(C)C)CC)(C)C.[CH2:22](Br)[C:23]1[CH:28]=[CH:27][CH:26]=[CH:25][CH:24]=1.[OH-].[Na+]. Product: [CH2:22]([S:12][C:10]1[O:11][C:7]([C:1]2[CH:2]=[CH:3][CH:4]=[CH:5][CH:6]=2)=[N:8][N:9]=1)[C:23]1[CH:28]=[CH:27][CH:26]=[CH:25][CH:24]=1. The catalyst class is: 14. (3) Reactant: [F:1][C:2]1[C:3]([NH:22][C:23]2[CH:28]=[CH:27][C:26]([I:29])=[CH:25][C:24]=2[F:30])=[C:4]([CH:12]=[C:13]([CH2:16][NH:17][O:18][CH2:19][CH2:20][OH:21])[C:14]=1[F:15])[C:5]([NH:7][O:8][CH2:9][CH2:10][OH:11])=[O:6].C1C(=O)N(OC(ON2C(=O)CCC2=O)=O)[C:33](=[O:34])C1.CCN(CC)CC. Product: [F:1][C:2]1[C:3]([NH:22][C:23]2[CH:28]=[CH:27][C:26]([I:29])=[CH:25][C:24]=2[F:30])=[C:4]([CH:12]=[C:13]([CH2:16][N:17]2[C:33](=[O:34])[O:21][CH2:20][CH2:19][O:18]2)[C:14]=1[F:15])[C:5]([NH:7][O:8][CH2:9][CH2:10][OH:11])=[O:6]. The catalyst class is: 168. (4) Reactant: [C:1]([CH:3]1[CH2:6][N:5]([C:7](=[O:42])[C@H:8]([NH:10][C:11]([C:13]2[C:21]3[C:16](=[N:17][CH:18]=[C:19]([C:22]4[C:30]5[C:25](=[CH:26][C:27]([Cl:32])=[CH:28][C:29]=5[F:31])[N:24]([CH3:33])[N:23]=4)[N:20]=3)[N:15](COCC[Si](C)(C)C)[CH:14]=2)=[O:12])[CH3:9])[CH2:4]1)#[N:2].FC(F)(F)C(O)=O.C(N)CN.O. Product: [C:1]([CH:3]1[CH2:4][N:5]([C:7](=[O:42])[C@H:8]([NH:10][C:11]([C:13]2[C:21]3[C:16](=[N:17][CH:18]=[C:19]([C:22]4[C:30]5[C:25](=[CH:26][C:27]([Cl:32])=[CH:28][C:29]=5[F:31])[N:24]([CH3:33])[N:23]=4)[N:20]=3)[NH:15][CH:14]=2)=[O:12])[CH3:9])[CH2:6]1)#[N:2]. The catalyst class is: 4. (5) Reactant: N#N.[Br:3][C:4]1[CH:9]=[CH:8][C:7]([CH3:10])=[CH:6][C:5]=1[F:11].[Br:12]N1C(=O)CCC1=O.C(OOC(=O)C1C=CC=CC=1)(=O)C1C=CC=CC=1. Product: [Br:3][C:4]1[CH:9]=[CH:8][C:7]([CH2:10][Br:12])=[CH:6][C:5]=1[F:11]. The catalyst class is: 751.